From a dataset of Full USPTO retrosynthesis dataset with 1.9M reactions from patents (1976-2016). Predict the reactants needed to synthesize the given product. (1) Given the product [CH3:16][S:15][C:13]1[C:14]2[C:6]([C:2]3[CH:28]=[CH:27][CH:5]=[CH:4][CH:3]=3)=[CH:7][N:8]([C@@H:17]3[O:23][C@H:22]([CH2:24][OH:25])[C@@H:20]([OH:21])[C@H:18]3[OH:19])[C:9]=2[N:10]=[CH:11][N:12]=1, predict the reactants needed to synthesize it. The reactants are: O1[CH:5]=[CH:4][CH:3]=[C:2]1[C:6]1[C:14]2[C:13]([S:15][CH3:16])=[N:12][CH:11]=[N:10][C:9]=2[N:8]([C@@H:17]2[O:23][C@H:22]([CH2:24][OH:25])[C@@H:20]([OH:21])[C@H:18]2[OH:19])[CH:7]=1.I[C:27]1C2C(SC)=NC=NC=2N([C@@H]2O[C@H](CO)[C@@H](O)[C@H]2O)[CH:28]=1.C1(B(O)O)C=CC=CC=1. (2) The reactants are: [CH3:1]/[CH:2]=[CH:3]/[C:4]1[CH:9]=[CH:8][CH:7]=[CH:6][CH:5]=1.S(O)(O)(=O)=O.[NH3:15]. Given the product [NH2:15][CH:2]([CH2:3][C:4]1[CH:9]=[CH:8][CH:7]=[CH:6][CH:5]=1)[CH3:1], predict the reactants needed to synthesize it. (3) The reactants are: I([O-])(=O)(=O)=O.[Na+].[CH3:7][C:8]1[CH:9]=[C:10]([C@@H:16]([CH2:20][C@H:21]2[CH2:25][CH2:24][C:23](=[O:26])[CH2:22]2)[C:17]([OH:19])=[O:18])[CH:11]=[CH:12][C:13]=1[S:14][CH3:15].[Mn]([O-])(=O)(=O)=[O:28].[K+].[OH2:33]. Given the product [CH3:15][S:14]([C:13]1[CH:12]=[CH:11][C:10]([C@@H:16]([CH2:20][C@H:21]2[CH2:25][CH2:24][C:23](=[O:26])[CH2:22]2)[C:17]([OH:19])=[O:18])=[CH:9][C:8]=1[CH3:7])(=[O:28])=[O:33], predict the reactants needed to synthesize it. (4) Given the product [CH3:1][C:2]1[CH:3]=[CH:4][C:5]([C:8]2[O:12][N:11]=[CH:10][C:9]=2[C:13]([N:48]2[CH2:53][CH2:52][CH2:51][CH:50]([C:54]([OH:57])([CH3:56])[CH3:55])[CH2:49]2)=[O:15])=[CH:6][CH:7]=1, predict the reactants needed to synthesize it. The reactants are: [CH3:1][C:2]1[CH:7]=[CH:6][C:5]([C:8]2[O:12][N:11]=[CH:10][C:9]=2[C:13]([OH:15])=O)=[CH:4][CH:3]=1.CN(C(ON1N=NC2C=CC=CC1=2)=[N+](C)C)C.[B-](F)(F)(F)F.C(N(C(C)C)C(C)C)C.Cl.[NH:48]1[CH2:53][CH2:52][CH2:51][CH:50]([C:54]([OH:57])([CH3:56])[CH3:55])[CH2:49]1. (5) The reactants are: [Cl:1][C:2]1[N:7]=[C:6]([O:8][C:9]2[CH:17]=[CH:16][CH:15]=[C:14]3[C:10]=2[CH:11]=[C:12]([C:18]([OH:20])=O)[NH:13]3)[CH:5]=[CH:4][CH:3]=1.Cl.Cl.Cl.[N:24]1([CH2:31][CH2:32][N:33]2[CH2:38][CH2:37][CH:36]([NH2:39])[CH2:35][CH2:34]2)[CH2:30][CH2:29][CH2:28][CH2:27][CH2:26][CH2:25]1. Given the product [N:24]1([CH2:31][CH2:32][N:33]2[CH2:34][CH2:35][CH:36]([NH:39][C:18]([C:12]3[NH:13][C:14]4[C:10]([CH:11]=3)=[C:9]([O:8][C:6]3[CH:5]=[CH:4][CH:3]=[C:2]([Cl:1])[N:7]=3)[CH:17]=[CH:16][CH:15]=4)=[O:20])[CH2:37][CH2:38]2)[CH2:30][CH2:29][CH2:28][CH2:27][CH2:26][CH2:25]1, predict the reactants needed to synthesize it. (6) Given the product [C:1]([O:4][CH2:5][CH2:6][C:7]1[C:8]([F:33])=[C:9]([NH:16][C:17](=[O:32])[C:18]([F:30])([F:31])[C:19]2[C:28]3[C:23](=[CH:24][CH:25]=[CH:26][CH:27]=3)[C:22]([F:29])=[CH:21][CH:20]=2)[CH:10]=[CH:11][C:12]=1[NH2:13])(=[O:3])[CH3:2], predict the reactants needed to synthesize it. The reactants are: [C:1]([O:4][CH2:5][CH2:6][C:7]1[C:12]([N+:13]([O-])=O)=[CH:11][CH:10]=[C:9]([NH:16][C:17](=[O:32])[C:18]([F:31])([F:30])[C:19]2[C:28]3[C:23](=[CH:24][CH:25]=[CH:26][CH:27]=3)[C:22]([F:29])=[CH:21][CH:20]=2)[C:8]=1[F:33])(=[O:3])[CH3:2]. (7) Given the product [Cl:18][C:16]1[CH:15]=[CH:14][C:13]([F:19])=[C:12]([C:4]2[CH:3]=[C:2]([NH:28][C:27]3[CH:26]=[CH:25][N:24]=[CH:23][C:22]=3[O:21][CH3:20])[C:11]3[C:6](=[CH:7][CH:8]=[CH:9][CH:10]=3)[N:5]=2)[CH:17]=1, predict the reactants needed to synthesize it. The reactants are: Br[C:2]1[C:11]2[C:6](=[CH:7][CH:8]=[CH:9][CH:10]=2)[N:5]=[C:4]([C:12]2[CH:17]=[C:16]([Cl:18])[CH:15]=[CH:14][C:13]=2[F:19])[CH:3]=1.[CH3:20][O:21][C:22]1[CH:23]=[N:24][CH:25]=[CH:26][C:27]=1[NH2:28].C([O-])([O-])=O.[Cs+].[Cs+]. (8) Given the product [O:16]1[CH2:17][CH2:18][CH2:19][CH2:20][CH:15]1[O:14][CH2:13][CH2:12][CH2:11][O:1][C:2]1[CH:3]=[C:4]([CH:7]=[CH:8][CH:9]=1)[CH:5]=[O:6], predict the reactants needed to synthesize it. The reactants are: [OH:1][C:2]1[CH:3]=[C:4]([CH:7]=[CH:8][CH:9]=1)[CH:5]=[O:6].Br[CH2:11][CH2:12][CH2:13][O:14][CH:15]1[CH2:20][CH2:19][CH2:18][CH2:17][O:16]1.